This data is from Forward reaction prediction with 1.9M reactions from USPTO patents (1976-2016). The task is: Predict the product of the given reaction. (1) Given the reactants [NH2:1][C@@H:2]([C:5]([CH3:8])([CH3:7])[CH3:6])[CH2:3][OH:4].[CH:9](=O)[C:10]1[CH:15]=[CH:14][CH:13]=[CH:12][CH:11]=1.[BH4-].[Na+], predict the reaction product. The product is: [CH2:9]([NH:1][C@@H:2]([C:5]([CH3:8])([CH3:7])[CH3:6])[CH2:3][OH:4])[C:10]1[CH:15]=[CH:14][CH:13]=[CH:12][CH:11]=1. (2) The product is: [CH2:13]([N:3]([CH2:1][CH3:2])[C:4](=[O:12])[C:5]1[C:10]([Si:18]([CH:22]([CH3:24])[CH3:23])([CH:19]([CH3:21])[CH3:20])[CH:15]([CH3:17])[CH3:16])=[CH:9][CH:8]=[CH:7][C:6]=1[Cl:11])[CH3:14]. Given the reactants [CH2:1]([N:3]([CH2:13][CH3:14])[C:4](=[O:12])[C:5]1[CH:10]=[CH:9][CH:8]=[CH:7][C:6]=1[Cl:11])[CH3:2].[CH:15]([Si:18](Cl)([CH:22]([CH3:24])[CH3:23])[CH:19]([CH3:21])[CH3:20])([CH3:17])[CH3:16], predict the reaction product. (3) Given the reactants C([O:3][C:4](=[O:38])[CH2:5][C:6]1([C:9]2[CH:14]=[CH:13][C:12]([C:15]3[CH:20]=[CH:19][C:18]([C:21]4[CH:26]=[CH:25][N:24]=[CH:23][C:22]=4[CH:27]([OH:37])[CH2:28][CH2:29][CH2:30][C:31]4[CH:36]=[CH:35][CH:34]=[CH:33][CH:32]=4)=[CH:17][CH:16]=3)=[CH:11][CH:10]=2)[CH2:8][CH2:7]1)C.CO.O.O.[OH-].[Li+], predict the reaction product. The product is: [OH:37][CH:27]([C:22]1[CH:23]=[N:24][CH:25]=[CH:26][C:21]=1[C:18]1[CH:19]=[CH:20][C:15]([C:12]2[CH:11]=[CH:10][C:9]([C:6]3([CH2:5][C:4]([OH:38])=[O:3])[CH2:8][CH2:7]3)=[CH:14][CH:13]=2)=[CH:16][CH:17]=1)[CH2:28][CH2:29][CH2:30][C:31]1[CH:32]=[CH:33][CH:34]=[CH:35][CH:36]=1. (4) Given the reactants [O:1]1[CH:5]=[CH:4][CH:3]=[C:2]1[C:6]1[N:19]=[C:9]2[N:10]=[C:11](S(C)(=O)=O)[N:12]=[C:13]([NH2:14])[N:8]2[N:7]=1.[CH2:20]1[NH:25][CH2:24][CH2:23][N:22]2[CH2:26][C@H:27]([CH2:30][OH:31])[CH2:28][CH2:29][C@@H:21]12, predict the reaction product. The product is: [NH2:14][C:13]1[N:8]2[N:7]=[C:6]([C:2]3[O:1][CH:5]=[CH:4][CH:3]=3)[N:19]=[C:9]2[N:10]=[C:11]([N:25]2[CH2:24][CH2:23][N:22]3[CH2:26][CH:27]([CH2:30][OH:31])[CH2:28][CH2:29][CH:21]3[CH2:20]2)[N:12]=1. (5) Given the reactants Cl.[NH2:2][OH:3].C(N(CC)CC)C.[C:11]([N:15]1[C:19]([C:20]2[CH:25]=[CH:24][CH:23]=[CH:22][CH:21]=2)=[CH:18][C:17]([CH:26]=O)=[N:16]1)([CH3:14])([CH3:13])[CH3:12].CCCCCC, predict the reaction product. The product is: [C:11]([N:15]1[C:19]([C:20]2[CH:25]=[CH:24][CH:23]=[CH:22][CH:21]=2)=[CH:18][C:17]([CH:26]=[N:2][OH:3])=[N:16]1)([CH3:14])([CH3:13])[CH3:12].